This data is from Forward reaction prediction with 1.9M reactions from USPTO patents (1976-2016). The task is: Predict the product of the given reaction. (1) Given the reactants [CH3:1][O:2][C:3]1[CH:30]=[CH:29][C:6]([CH2:7][NH:8][CH2:9][CH2:10][NH:11][C:12]([C:14]2[S:15][CH:16]=[CH:17][C:18]=2[NH:19][C:20]2[CH:25]=[CH:24][N:23]=[C:22]3[NH:26][CH:27]=[CH:28][C:21]=23)=[O:13])=[CH:5][CH:4]=1.[Cl:31]C1C=C(C=CC=1OC)C=O, predict the reaction product. The product is: [Cl:31][C:30]1[CH:29]=[C:6]([CH:5]=[CH:4][C:3]=1[O:2][CH3:1])[CH2:7][NH:8][CH2:9][CH2:10][NH:11][C:12]([C:14]1[S:15][CH:16]=[CH:17][C:18]=1[NH:19][C:20]1[CH:25]=[CH:24][N:23]=[C:22]2[NH:26][CH:27]=[CH:28][C:21]=12)=[O:13]. (2) Given the reactants C1CO[C:8]2[CH:7]=C[C:5]([NH:11][C:12]3[C:17]([F:18])=[CH:16][N:15]=[C:14]([NH:19][C:20]4[CH:25]=[CH:24][CH:23]=[C:22]([OH:26])[CH:21]=4)[N:13]=3)=[CH:4][C:3]=2O1.[N:27]1C=CC=C(CN)[CH:28]=1.ClC1N=C(Cl)C(F)=CN=1.ClC1N=C(NCC2C=NC=CC=2)C(F)=CN=1.N1C=CC(N)=NC=1.NC1C=C(O)C=CC=1, predict the reaction product. The product is: [F:18][C:17]1[C:12]([NH:11][CH2:5][C:4]2[CH:28]=[N:27][CH:7]=[CH:8][CH:3]=2)=[N:13][C:14]([NH:19][C:20]2[CH:25]=[CH:24][CH:23]=[C:22]([OH:26])[CH:21]=2)=[N:15][CH:16]=1. (3) Given the reactants [ClH:1].[NH2:2][C@@H:3]1[CH2:5][C@H:4]1[C:6]1[CH:11]=[CH:10][C:9]([NH:12][C:13](=[O:20])[C:14]2[CH:19]=[CH:18][CH:17]=[CH:16][CH:15]=2)=[CH:8][CH:7]=1.C(N(CC)CC)C.Br[CH2:29][CH2:30][CH2:31][CH2:32]Br.C(=O)([O-])O.[Na+], predict the reaction product. The product is: [ClH:1].[N:2]1([C@@H:3]2[CH2:5][C@H:4]2[C:6]2[CH:11]=[CH:10][C:9]([NH:12][C:13](=[O:20])[C:14]3[CH:19]=[CH:18][CH:17]=[CH:16][CH:15]=3)=[CH:8][CH:7]=2)[CH2:32][CH2:31][CH2:30][CH2:29]1. (4) Given the reactants [NH2:1][C:2]1[CH:12]=[CH:11][C:5]([C:6]([O:8][CH2:9][CH3:10])=[O:7])=[CH:4][CH:3]=1.[I:13]I.ClC1C=CC=CC=1.OO, predict the reaction product. The product is: [NH2:1][C:2]1[CH:3]=[CH:4][C:5]([C:6]([O:8][CH2:9][CH3:10])=[O:7])=[CH:11][C:12]=1[I:13]. (5) Given the reactants [F:1][C:2]1[CH:21]=[CH:20][C:5]2[C:6]([C:9]3[CH:14]=[CH:13][C:12]([O:15][CH2:16][C@H:17]4[CH2:19][O:18]4)=[CH:11][CH:10]=3)=[N:7][O:8][C:4]=2[CH:3]=1.[S:22]1[CH:26]=[CH:25][CH:24]=[C:23]1[CH2:27][NH2:28], predict the reaction product. The product is: [F:1][C:2]1[CH:21]=[CH:20][C:5]2[C:6]([C:9]3[CH:14]=[CH:13][C:12]([O:15][CH2:16][C@H:17]([OH:18])[CH2:19][NH:28][CH2:27][C:23]4[S:22][CH:26]=[CH:25][CH:24]=4)=[CH:11][CH:10]=3)=[N:7][O:8][C:4]=2[CH:3]=1. (6) Given the reactants [Cl:1][C:2]1[CH:7]=[C:6]([C:8]([F:11])([F:10])[F:9])[CH:5]=[CH:4][C:3]=1[C:12]1[CH:13]=[C:14]2[C:22](=[C:23]([CH3:25])[CH:24]=1)[CH2:21][C@H:20]1[C@@H:15]2[CH2:16][NH:17][CH2:18][CH2:19]1.Cl[C:27]([O:29][CH2:30][CH3:31])=[O:28].CCN(CC)CC, predict the reaction product. The product is: [Cl:1][C:2]1[CH:7]=[C:6]([C:8]([F:11])([F:9])[F:10])[CH:5]=[CH:4][C:3]=1[C:12]1[CH:13]=[C:14]2[C:22](=[C:23]([CH3:25])[CH:24]=1)[CH2:21][C@H:20]1[C@@H:15]2[CH2:16][N:17]([CH3:27])[CH2:18][CH2:19]1.[CH2:30]([O:29][C:27]([N:17]1[CH2:16][C@H:15]2[C@H:20]([CH2:21][C:22]3[C:14]2=[CH:13][C:12]([C:3]2[CH:4]=[CH:5][C:6]([C:8]([F:11])([F:9])[F:10])=[CH:7][C:2]=2[Cl:1])=[CH:24][C:23]=3[CH3:25])[CH2:19][CH2:18]1)=[O:28])[CH3:31].